The task is: Predict the reaction yield, written as a fraction of the theoretical maximum amount of product (1.0 means a 100% yield; for example, 0.34 means a 34% yield).. This data is from Reaction yield outcomes from USPTO patents with 853,638 reactions. (1) The reactants are I[C:2]1[CH:7]=[CH:6][C:5]([O:8][CH:9]2[CH2:14][CH2:13][N:12]([CH:15]([CH3:17])[CH3:16])[CH2:11][CH2:10]2)=[CH:4][CH:3]=1.C([Li])CCC.[O:23]=[C:24]1[CH2:29][CH2:28][N:27]([C:30]([O:32][C:33]([CH3:36])([CH3:35])[CH3:34])=[O:31])[CH2:26][CH2:25]1.[Cl-].[NH4+]. The catalyst is C1COCC1. The product is [OH:23][C:24]1([C:2]2[CH:7]=[CH:6][C:5]([O:8][CH:9]3[CH2:14][CH2:13][N:12]([CH:15]([CH3:17])[CH3:16])[CH2:11][CH2:10]3)=[CH:4][CH:3]=2)[CH2:25][CH2:26][N:27]([C:30]([O:32][C:33]([CH3:36])([CH3:35])[CH3:34])=[O:31])[CH2:28][CH2:29]1. The yield is 0.330. (2) The reactants are Cl[C:2]1[CH:11]=[C:10]([C:12]#[N:13])[C:5]([C:6]([O:8][CH3:9])=[O:7])=[C:4]([C:14]2[CH:15]=[N:16][N:17]([CH3:19])[CH:18]=2)[N:3]=1.[NH2:20][C@@H:21]1[CH2:26][CH2:25][CH2:24][CH2:23][C@@H:22]1[NH:27][C:28](=[O:34])[O:29][C:30]([CH3:33])([CH3:32])[CH3:31].O.CCOC(C)=O. The catalyst is CC(N(C)C)=O. The product is [C:30]([O:29][C:28]([NH:27][C@H:22]1[CH2:23][CH2:24][CH2:25][CH2:26][C@H:21]1[NH:20][C:2]1[CH:11]=[C:10]([C:12]#[N:13])[C:5]([C:6]([O:8][CH3:9])=[O:7])=[C:4]([C:14]2[CH:15]=[N:16][N:17]([CH3:19])[CH:18]=2)[N:3]=1)=[O:34])([CH3:33])([CH3:31])[CH3:32]. The yield is 0.393. (3) The reactants are [CH3:1][C:2]1[CH:7]=[CH:6][C:5]([CH3:8])=[N+:4]([O-])[C:3]=1[C:10]#[N:11].C(=O)(O)[O-].[Na+].[C:17]([O:20]C(=O)C)(=[O:19])[CH3:18]. No catalyst specified. The product is [C:17]([O:20][CH2:8][C:5]1[CH:6]=[CH:7][C:2]([CH3:1])=[C:3]([C:10]#[N:11])[N:4]=1)(=[O:19])[CH3:18]. The yield is 0.670.